Dataset: Experimentally validated miRNA-target interactions with 360,000+ pairs, plus equal number of negative samples. Task: Binary Classification. Given a miRNA mature sequence and a target amino acid sequence, predict their likelihood of interaction. (1) The miRNA is hsa-miR-219a-5p with sequence UGAUUGUCCAAACGCAAUUCU. The protein sequence of the target gene is MASPQLCRALVSAQWVAEALRAPRAGQPLQLLDASWYLPKLGRDARREFEERHIPGAAFFDIDQCSDRTSPYDHMLPGAEHFAEYAGRLGVGAATHVVIYDASDQGLYSAPRVWWMFRAFGHHAVSLLDGGLRHWLRQNLPLSSGKSQPAPAEFRAQLDPAFIKTYEDIKENLESRRFQVVDSRATGRFRGTEPEPRDGIEPGHIPGTVNIPFTDFLSQEGLEKSPEEIRHLFQEKKVDLSKPLVATCGSGVTACHVALGAYLCGKPDVPIYDGSWVEWYMRARPEDVISEGRGKTH. Result: 0 (no interaction). (2) The miRNA is ssc-miR-421-3p with sequence AUCAACAGACAUUAAUUGGGCGC. The protein sequence of the target gene is MEKREAFIQAVSKELVEEFLQFLQLDKDSSNPFSLSELLDELSRKQKEELWQRLKDLLTETLLESPVDRWQTVEVEGADDMESEHSPKMRKSIKIICAIVTVILASVSIINEHENYGALLECAVILNGILYALPESEQKLQNSIQDLCVKWWERGLPAKEDMGKTAFIMLLRRSLETKSGADVCRLWRIHQALYCFDYDWEESREIKDMLLECFINVNYIKKEEGRRFLSFLFSWNVDFIKMIHETIKNQLAGLQKSLMVHIAEIYFRAWKKASGKMLETIEYDCIQDFMFHGIHLLRRS.... Result: 0 (no interaction). (3) The miRNA is hsa-miR-3141 with sequence GAGGGCGGGUGGAGGAGGA. The protein sequence of the target gene is MWLGTSGKSGLPGHCLENPLQECHPAQLEEWALKGISRPSVISQPEQKEEPWVLPLQNFEARKIPRESHTDCEHQVAKLNQDNSETAEQCGTSSERTNKDLSHTLSWGGNWEQGLELEGQHGTLPGEGQLESFSQERDLNKLLDGYVGEKPMCAECGKSFNQSSYLIRHLRTHTGERPYTCIECGKGFKQSSDLVTHRRTHTGEKPYQCKGCEKKFSDSSTLIKHQRTHTGERPYECPECGKTFGRKPHLIMHQRTHTGEKPYACLECHKSFSRSSNFITHQRTHTGVKPYRCNDCGESF.... Result: 0 (no interaction). (4) The protein sequence of the target gene is MATEEFRGHAVRMSTQGSQPGAAPDSVAGTAGLPSGQSGGAGLRLGERPPPAMEKRGPYLVTRAPSIQAKLKKHRDHAKAVLRRKGMLGALTNRPDSSGKRSVKFNKGYTALSQSPDENLVSLDSDSDGELESRYSSGYSSAEQVNQDVSRQLLQDGYHLDEIPDDEDLDLIPPKPIASSACSCCWCCLGDSSCTLQ. The miRNA is mmu-miR-363-5p with sequence CAGGUGGAACACGAUGCAAUUU. Result: 1 (interaction). (5) The miRNA is hsa-miR-221-5p with sequence ACCUGGCAUACAAUGUAGAUUU. The protein sequence of the target gene is MVGPGPTAAAAVEERQRKLQEYLAAKGKLKSQNTKPYLKSKNNCQNQPPSKSTIRPKNDVTNHVVLPVKPKRSISIKLQPRPPNTAGSQKPKLEPPKLLGKRLTSECVSSNPYSKPSSKSFQQCEAGSSTTGELSRKPVGSLNIEQLKTTKQQLTDQGNGKCIDFMNNIHVENESLDNFLKETNKENLLDILTEPERKPDPKLYTRSKPKTDSYNQTKNSLVPKQALGKSSVNSAVLKDRVNKQFVGETQSRTFPVKSQQLSRGADLARPGVKPSRTVPSHFIRTLSKVQSSKKPVVKNI.... Result: 1 (interaction). (6) Result: 0 (no interaction). The miRNA is mmu-miR-7578 with sequence CAUGGCUCUGUCUUCUGCCUCAGA. The protein sequence of the target gene is MKTLMRHGLAVCLVLTTMCTSLLLVYSSLGSQKERPPQQQQQQQQQQQQAATATGSTQLVESSPQPRRTAPAGPRQLEGYLGVADHKPLKMHCKDCALVTSSGHLLRSQQGPHIDQTECVIRMNDAPTRGYGLDVGNRTSLRVIAHSSIQRILRNRHDLLNVSQGTVFIFWGPSSYMRRDGKGQAYNNLQLLSQVLPRLKAFMITRHRMLQFDELFKQETGKDRKISNTWLSTGWFTMTIALELCDRIDVYGMVPPDFCRDPKHPSVPYHYYEPSGPDECTMYLSHERGRKGSHHRFITE.... (7) The miRNA is hsa-miR-3913-3p with sequence AGACAUCAAGAUCAGUCCCAAA. The protein sequence of the target gene is MLQWRRRHCCFAKMTWSPKRSLLRTPLTGVLSLVFLFAMFLFFNHHDWLPGRPGFKENPVTYTFRGFRSTKSETNHSSLRTIWKEVAPQTLRPHTASNSSNTELSPQGVTGLQNTLSANGSIYNEKGTGHPNSYHFKYIINEPEKCQEKSPFLILLIAAEPGQIEARRAIRQTWGNETLAPGIQIIRVFLLGISIKLNGYLQHAIQEESRQYHDIIQQEYLDTYYNLTIKTLMGMNWVATYCPHTPYVMKTDSDMFVNTEYLIHKLLKPDLPPRHNYFTGYLMRGYAPNRNKDSKWYMPP.... Result: 0 (no interaction). (8) The miRNA is mmu-miR-24-3p with sequence UGGCUCAGUUCAGCAGGAACAG. The protein sequence of the target gene is MAIPGRQYGLILPKKTQPLHRVLQKPSVFGSDSDDDETSVSESLQREAAKKQAMKQTKLEIQKALAEDSTVYEYDSVYDEMQKKKEENNPKLLPGKDRKPKYIHNLLKAVEIRKKEQEKRMEKKIQREREMENGEFDDKEAFVTSAYKKKLEERAEEEEREKRAAALEAHLDVTKQKDLSGFYRHLLNQAVGEEAAPKSSFREARTVIKEEKLRGYPDETNSESRPPQQSCVLQRGAQEAEENPDADREFDDESSEDGEKRDHKVKSRGEDTGASMKHPKHHKNRAHSRSSSEERGLGTK.... Result: 1 (interaction). (9) The miRNA is hsa-miR-6836-3p with sequence AUGCCUCCCCCGGCCCCGCAG. The protein sequence of the target gene is MENLQSKFSLVQGSNKKLNGMEDDGSPPVKKMMTDIHANGKTLTKVKKEHLDDYGDASVEPDGEHAKRNRVSLPETLNLNPSLKHTLAQFHLSSQSSLGGPAAFSARYSQESMSPTVFLPLPSPQVLPGPLLIPSDSSTELTQTLLEGESISCFQVGGEKRLCLPQVLNSVLREFSLQQINTVCDELYIYCSRCTSDQLHILKVLGILPFNAPSCGLITLTDAQRLCNALLRPRTFPQNGSILPAKSSLAQLKETGSAFEVEHECLGKCQGLFAPQFYVQPDAPCIQCLECCGMFAPQTF.... Result: 0 (no interaction). (10) Result: 1 (interaction). The protein sequence of the target gene is MHCHAELRLSSPGQLKAARRRYKTFMIDEILSKETCDYFEKLSLYSVCPSLVVRPKPLHSCTGSPSLRAYPLLSVITRQPTVISHLVPATPGIAQALSCHQVTEAVSAEAPGGEALASSESETEQPTPRQKKPRRSRTIFTELQLMGLEKKFQKQKYLSTPDRLDLAQSLGLTQLQVKTWYQNRRMKWKKMVLKGGQEAPTKPKGRPKKNSIPTSEEIEAEEKMNSQAQGQEQLEPSQGQEELCEAQEPKARDVPLEMAEPPDPPQELPIPSSEPPPLS. The miRNA is hsa-miR-6726-3p with sequence CUCGCCCUGUCUCCCGCUAG.